From a dataset of Full USPTO retrosynthesis dataset with 1.9M reactions from patents (1976-2016). Predict the reactants needed to synthesize the given product. (1) Given the product [OH:4][CH:5]([CH2:26][N:27]1[C:32](=[O:33])[CH:31]=[N:30][C:29]2[CH:34]=[CH:35][C:36]([O:38][CH3:39])=[N:37][C:28]1=2)[CH2:6][NH:7][CH2:8][C@@H:9]1[CH2:13][N:12]([C:14]2[CH:15]=[CH:16][C:17]3[O:18][CH2:19][C:20](=[O:24])[NH:21][C:22]=3[N:23]=2)[C:11](=[O:25])[CH2:10]1, predict the reactants needed to synthesize it. The reactants are: COC[O:4][CH:5]([CH2:26][N:27]1[C:32](=[O:33])[CH:31]=[N:30][C:29]2[CH:34]=[CH:35][C:36]([O:38][CH3:39])=[N:37][C:28]1=2)[CH2:6][NH:7][CH2:8][C@@H:9]1[CH2:13][N:12]([C:14]2[CH:15]=[CH:16][C:17]3[O:18][CH2:19][C:20](=[O:24])[NH:21][C:22]=3[N:23]=2)[C:11](=[O:25])[CH2:10]1.Cl. (2) Given the product [NH2:10][C:11]1[S:12][CH:13]=[C:14]([C:16]2[CH:17]=[CH:18][C:19]([C:22]3([C:25]([N:43]4[CH2:47][CH2:46][C@@:45]5([C:51]6[CH:52]=[CH:53][CH:54]=[CH:55][C:50]=6[C:49](=[O:56])[O:48]5)[CH2:44]4)=[O:27])[CH2:23][CH2:24]3)=[CH:20][CH:21]=2)[N:15]=1, predict the reactants needed to synthesize it. The reactants are: C(N(CC)C(C)C)(C)C.[NH2:10][C:11]1[S:12][CH:13]=[C:14]([C:16]2[CH:21]=[CH:20][C:19]([C:22]3([C:25]([OH:27])=O)[CH2:24][CH2:23]3)=[CH:18][CH:17]=2)[N:15]=1.[C@]12(CS(O)(=O)=O)C(C)(C)C(CC1)CC2=O.[NH:43]1[CH2:47][CH2:46][C:45]2([C:51]3[CH:52]=[CH:53][CH:54]=[CH:55][C:50]=3[C:49](=[O:56])[O:48]2)[CH2:44]1.F[P-](F)(F)(F)(F)F.N1(O[P+](N(C)C)(N(C)C)N(C)C)C2C=CC=CC=2N=N1. (3) Given the product [C:1]([O:4][CH2:9][CH:8]([O:11][CH3:12])[O:7][CH3:6])(=[O:3])[CH3:2], predict the reactants needed to synthesize it. The reactants are: [C:1]([O-:4])(=[O:3])[CH3:2].[Na+].[CH3:6][O:7][CH:8]([O:11][CH3:12])[CH2:9]Br.O. (4) Given the product [OH:76][CH:77]1[O:85][C@H:84]([CH2:86][OH:87])[C@@H:82]([O:83][C@@H:46]2[O:51][C@H:50]([CH2:52][OH:53])[C@H:49]([OH:54])[C@H:48]([OH:9])[C@H:47]2[OH:56])[C@H:80]([OH:81])[C@H:78]1[OH:79], predict the reactants needed to synthesize it. The reactants are: CC1(C)S[C@@H]2[C@H](NC([C@H](N)C3C=CC=CC=3)=O)C(=[O:9])N2[C@H]1C(O)=O.C1[C@H](N)[C@@H](O[C@H]2O[C@H](CN)[C@@H](O)[C@H](O)[C@H]2O)[C@H](O)[C@@H](O[C@H:46]2[O:51][C@H:50]([CH2:52][OH:53])[C@@H:49]([OH:54])[C@H:48](N)[C@H:47]2[OH:56])[C@@H]1N.CC1[N+](CC2C=NC(C)=NC=2N)=CSC=1CCO.[O:76]=[CH:77][C@@H:78]([C@H:80]([C@@H:82]([C@@H:84]([CH2:86][OH:87])[OH:85])[OH:83])[OH:81])[OH:79]. (5) Given the product [Cl:1][C:2]1[CH:3]=[CH:4][C:5]([S:8]([N:11]([CH2:42][C:39]2[CH:38]=[CH:37][C:36]([C:35]([NH:34][CH2:32][CH3:33])=[O:44])=[CH:41][CH:40]=2)[CH:12]([C:16]2[CH:21]=[CH:20][CH:19]=[CH:18][C:17]=2[C:22]([F:25])([F:23])[F:24])[C:13]([NH2:15])=[O:14])(=[O:10])=[O:9])=[CH:6][CH:7]=1, predict the reactants needed to synthesize it. The reactants are: [Cl:1][C:2]1[CH:7]=[CH:6][C:5]([S:8]([NH:11][CH:12]([C:16]2[CH:21]=[CH:20][CH:19]=[CH:18][C:17]=2[C:22]([F:25])([F:24])[F:23])[C:13]([NH2:15])=[O:14])(=[O:10])=[O:9])=[CH:4][CH:3]=1.C([O-])([O-])=O.[Cs+].[Cs+].[CH2:32]([NH:34][C:35](=[O:44])[C:36]1[CH:41]=[CH:40][C:39]([CH2:42]Cl)=[CH:38][CH:37]=1)[CH3:33].CN(C=O)C. (6) Given the product [CH3:1][O:2][C:3](=[O:4])[CH:5]=[CH:45][C:39]1[CH:38]=[C:37]2[C:42](=[CH:41][CH:40]=1)[N:34]([S:31]([C:25]1[CH:30]=[CH:29][CH:28]=[CH:27][CH:26]=1)(=[O:32])=[O:33])[CH:35]=[CH:36]2, predict the reactants needed to synthesize it. The reactants are: [CH3:1][O:2][C:3]([CH:5]=P(C1C=CC=CC=1)(C1C=CC=CC=1)C1C=CC=CC=1)=[O:4].[C:25]1([S:31]([N:34]2[C:42]3[C:37](=[CH:38][C:39](C=O)=[CH:40][CH:41]=3)[CH:36]=[CH:35]2)(=[O:33])=[O:32])[CH:30]=[CH:29][CH:28]=[CH:27][CH:26]=1.[CH2:45](Cl)Cl. (7) Given the product [CH:47]([C:39]1[NH:38][C:46]2[C:41]([CH:40]=1)=[CH:42][CH:43]=[CH:44][CH:45]=2)=[CH:2][CH2:3][CH2:4][CH2:5][CH2:6][CH2:7][CH3:8], predict the reactants needed to synthesize it. The reactants are: [Br-].[CH2:2]([P+](C1C=CC=CC=1)(C1C=CC=CC=1)C1C=CC=CC=1)[CH2:3][CH2:4][CH2:5][CH2:6][CH2:7][CH3:8].[Li+].C[Si]([N-][Si](C)(C)C)(C)C.[NH:38]1[C:46]2[C:41](=[CH:42][CH:43]=[CH:44][CH:45]=2)[CH:40]=[C:39]1[CH:47]=O.[Cl-].[NH4+]. (8) The reactants are: C([Li])CCC.Br[C:7]1[CH:12]=[C:11]([O:13]C)[CH:10]=[CH:9][C:8]=1[O:15]C.[CH:17]([C:20]1[CH:25]=[CH:24][C:23]([C:26](=O)[CH:27]([CH3:29])[CH3:28])=[CH:22][CH:21]=1)([CH3:19])[CH3:18].O. Given the product [CH:17]([C:20]1[CH:25]=[CH:24][C:23]([CH:26]2[C:10]3[CH:9]=[C:8]([OH:15])[CH:7]=[CH:12][C:11]=3[O:13][C:27]2([CH3:29])[CH3:28])=[CH:22][CH:21]=1)([CH3:19])[CH3:18], predict the reactants needed to synthesize it. (9) Given the product [OH:8][C:9]1[C:14]([CH3:15])=[CH:13][C:12]([CH2:16][C@@H:17]([O:41][C:42]([N:44]2[CH2:49][CH2:48][CH:47]([N:50]3[CH2:56][CH2:55][C:54]4[CH:57]=[CH:58][CH:59]=[CH:60][C:53]=4[NH:52][C:51]3=[O:61])[CH2:46][CH2:45]2)=[O:43])[C:18]([N:20]2[CH2:21][CH2:22][CH:23]([N:26]3[CH2:31][CH2:30][CH:29]([C:32]([O:34][CH2:35][C:36](=[O:40])[N:37]([CH3:39])[CH3:38])=[O:33])[CH2:28][CH2:27]3)[CH2:24][CH2:25]2)=[O:19])=[CH:11][C:10]=1[CH3:62], predict the reactants needed to synthesize it. The reactants are: C([O:8][C:9]1[C:14]([CH3:15])=[CH:13][C:12]([CH2:16][C@@H:17]([O:41][C:42]([N:44]2[CH2:49][CH2:48][CH:47]([N:50]3[CH2:56][CH2:55][C:54]4[CH:57]=[CH:58][CH:59]=[CH:60][C:53]=4[NH:52][C:51]3=[O:61])[CH2:46][CH2:45]2)=[O:43])[C:18]([N:20]2[CH2:25][CH2:24][CH:23]([N:26]3[CH2:31][CH2:30][CH:29]([C:32]([O:34][CH2:35][C:36](=[O:40])[N:37]([CH3:39])[CH3:38])=[O:33])[CH2:28][CH2:27]3)[CH2:22][CH2:21]2)=[O:19])=[CH:11][C:10]=1[CH3:62])C1C=CC=CC=1.[H][H]. (10) Given the product [CH2:33]([O:1][C:2]1[CH:7]=[CH:6][C:5]([N:8]2[CH2:13][CH2:12][N:11]([CH2:14][CH2:15][CH:16]([O:23][C:24](=[O:26])[NH2:25])[C:17]3[CH:22]=[CH:21][CH:20]=[CH:19][CH:18]=3)[CH2:10][CH2:9]2)=[CH:4][CH:3]=1)[C:34]1[CH:39]=[CH:38][CH:37]=[CH:36][CH:35]=1, predict the reactants needed to synthesize it. The reactants are: [OH:1][C:2]1[CH:7]=[CH:6][C:5]([N:8]2[CH2:13][CH2:12][N:11]([CH2:14][CH2:15][CH:16]([O:23][C:24](=[O:26])[NH2:25])[C:17]3[CH:22]=[CH:21][CH:20]=[CH:19][CH:18]=3)[CH2:10][CH2:9]2)=[CH:4][CH:3]=1.C(=O)([O-])[O-].[K+].[K+].[CH2:33](Br)[C:34]1[CH:39]=[CH:38][CH:37]=[CH:36][CH:35]=1.